Dataset: Forward reaction prediction with 1.9M reactions from USPTO patents (1976-2016). Task: Predict the product of the given reaction. (1) The product is: [Cl:1][C:2]1[N:10]=[C:9]([CH3:11])[CH:8]=[CH:7][C:3]=1[C:4]([O:6][CH3:12])=[O:5]. Given the reactants [Cl:1][C:2]1[N:10]=[C:9]([CH3:11])[CH:8]=[CH:7][C:3]=1[C:4]([OH:6])=[O:5].[C:12](Cl)(=O)C(Cl)=O, predict the reaction product. (2) The product is: [CH:2]([CH:8]1[O:30][CH2:28][C:22]2([CH2:23][CH2:24][O:25][CH2:26][CH2:27]2)[NH:21]1)([CH3:3])[CH3:1]. Given the reactants [CH3:1][C:2]1[CH:8]=C([N+]([O-])=O)C=C[C:3]=1N.C(NC1C=CC=CC=1)=O.[NH2:21][C:22]1([C:28]([OH:30])=O)[CH2:27][CH2:26][O:25][CH2:24][CH2:23]1.NC1(C(OC)=O)CCOCC1.NC1(CO)CCOCC1.OCCN.C(=O)C(C)C, predict the reaction product. (3) Given the reactants [CH2:1]([N:3]1[C:7]([C:8]([OH:10])=O)=[CH:6][C:5]([CH3:11])=[N:4]1)[CH3:2].S(Cl)(Cl)=O.[NH2:16][C:17]1[CH:33]=[CH:32][C:20]([CH2:21][C:22]2[CH:23]=[C:24]3[C:28](=[CH:29][CH:30]=2)[NH:27][C:26](=[O:31])[CH2:25]3)=[CH:19][CH:18]=1, predict the reaction product. The product is: [O:31]=[C:26]1[CH2:25][C:24]2[C:28](=[CH:29][CH:30]=[C:22]([CH2:21][C:20]3[CH:19]=[CH:18][C:17]([NH:16][C:8]([C:7]4[N:3]([CH2:1][CH3:2])[N:4]=[C:5]([CH3:11])[CH:6]=4)=[O:10])=[CH:33][CH:32]=3)[CH:23]=2)[NH:27]1. (4) The product is: [CH:2]([C@H:3]1[CH2:4][CH2:5][C@H:6]([C:9]([O:11][CH3:12])=[O:10])[CH2:7][CH2:8]1)=[O:1]. Given the reactants [OH:1][CH2:2][C@H:3]1[CH2:8][CH2:7][C@H:6]([C:9]([O:11][CH3:12])=[O:10])[CH2:5][CH2:4]1.CC(OI1(OC(C)=O)(OC(C)=O)OC(=O)C2C=CC=CC1=2)=O, predict the reaction product. (5) Given the reactants C(OC([N:8]1[C:16]2[CH:15]=[CH:14][N:13]=[CH:12][C:11]=2[CH:10]=[C:9]1[CH2:17][N:18]1[CH2:23][CH2:22][N:21]([CH2:24][C:25]2[CH:30]=[CH:29][C:28]([C:31]3[S:32][C:33]([Cl:36])=[CH:34][CH:35]=3)=[CH:27][CH:26]=2)[CH2:20][C:19]1=[O:37])=O)(C)(C)C, predict the reaction product. The product is: [Cl:36][C:33]1[S:32][C:31]([C:28]2[CH:27]=[CH:26][C:25]([CH2:24][N:21]3[CH2:22][CH2:23][N:18]([CH2:17][C:9]4[NH:8][C:16]5[CH:15]=[CH:14][N:13]=[CH:12][C:11]=5[CH:10]=4)[C:19](=[O:37])[CH2:20]3)=[CH:30][CH:29]=2)=[CH:35][CH:34]=1. (6) Given the reactants C[O:2][CH2:3][C:4]1[NH:5][C:6]([C:10]2[C:11]([CH3:21])=[CH:12][C:13]([CH3:20])=[C:14]([CH:19]=2)[C:15]([O:17]C)=[O:16])=[C:7]([CH3:9])[N:8]=1, predict the reaction product. The product is: [OH:2][CH2:3][C:4]1[NH:5][C:6]([C:10]2[C:11]([CH3:21])=[CH:12][C:13]([CH3:20])=[C:14]([CH:19]=2)[C:15]([OH:17])=[O:16])=[C:7]([CH3:9])[N:8]=1. (7) Given the reactants [CH3:1][C:2]([C:7]1[S:11][C:10]([NH:12][C:13](=[O:30])[CH:14]([NH:18][C:19](=[O:29])[CH2:20][C:21]2[CH:26]=[C:25]([F:27])[CH:24]=[C:23]([F:28])[CH:22]=2)[CH2:15][CH2:16][CH3:17])=[N:9][N:8]=1)([CH3:6])[CH2:3][CH:4]=[CH2:5].ClC1C=CC=C(C(OO)=[O:39])C=1, predict the reaction product. The product is: [CH3:1][C:2]([C:7]1[S:11][C:10]([NH:12][C:13](=[O:30])[CH:14]([NH:18][C:19](=[O:29])[CH2:20][C:21]2[CH:26]=[C:25]([F:27])[CH:24]=[C:23]([F:28])[CH:22]=2)[CH2:15][CH2:16][CH3:17])=[N:9][N:8]=1)([CH3:6])[CH2:3][CH:4]1[CH2:5][O:39]1.